This data is from Forward reaction prediction with 1.9M reactions from USPTO patents (1976-2016). The task is: Predict the product of the given reaction. (1) Given the reactants O=[C:2]([CH2:9][C:10]([O:12][CH2:13][CH3:14])=[O:11])[CH2:3][C:4]([O:6][CH2:7][CH3:8])=[O:5].S(Cl)(Cl)=O.[CH:19](=[S:21])[NH2:20], predict the reaction product. The product is: [CH2:7]([O:6][C:4](=[O:5])[CH2:3][C:2]1[N:20]=[CH:19][S:21][C:9]=1[C:10]([O:12][CH2:13][CH3:14])=[O:11])[CH3:8]. (2) Given the reactants Cl[C:2]1[N:6]([CH3:7])[N:5]=[CH:4][C:3]=1[N+:8]([O-:10])=[O:9].[NH:11]1[CH2:17][CH2:16][C:15](=[O:18])[NH:14][CH2:13][CH2:12]1, predict the reaction product. The product is: [CH3:7][N:6]1[C:2]([N:11]2[CH2:17][CH2:16][C:15](=[O:18])[NH:14][CH2:13][CH2:12]2)=[C:3]([N+:8]([O-:10])=[O:9])[CH:4]=[N:5]1. (3) Given the reactants [OH:1][C:2]1[CH:11]=[CH:10][C:5]2[O:6][CH2:7][C:8](=[O:9])[C:4]=2[CH:3]=1.C([O-])([O-])=O.[K+].[K+].[CH2:18]([O:20][C:21](=[O:24])[CH2:22]Br)[CH3:19].CCCCCC, predict the reaction product. The product is: [CH2:18]([O:20][C:21]([CH2:22][O:1][C:2]1[CH:11]=[CH:10][C:5]2[O:6][CH2:7][C:8](=[O:9])[C:4]=2[CH:3]=1)=[O:24])[CH3:19]. (4) Given the reactants C1(P(C2C=CC=CC=2)C2C=CC=CC=2)C=CC=CC=1.[OH:20][CH:21]1[CH2:26][CH2:25][N:24]([C:27]([O:29][C:30]([CH3:33])([CH3:32])[CH3:31])=[O:28])[CH2:23][CH2:22]1.[CH3:34][C:35]1([CH3:49])[C:39]([CH3:41])([CH3:40])[O:38][B:37]([C:42]2[CH:47]=[CH:46][C:45](O)=[CH:44][CH:43]=2)[O:36]1.N(C(N1CCCCC1)=O)=NC(N1CCCCC1)=O, predict the reaction product. The product is: [C:30]([O:29][C:27]([N:24]1[CH2:23][CH2:22][CH:21]([O:20][C:45]2[CH:46]=[CH:47][C:42]([B:37]3[O:38][C:39]([CH3:41])([CH3:40])[C:35]([CH3:49])([CH3:34])[O:36]3)=[CH:43][CH:44]=2)[CH2:26][CH2:25]1)=[O:28])([CH3:33])([CH3:32])[CH3:31]. (5) Given the reactants Cl[CH2:2][CH2:3][CH2:4][CH2:5][C:6]1([CH2:17][CH3:18])[C:14]2[C:9](=[CH:10][CH:11]=[C:12]([F:15])[CH:13]=2)[NH:8][C:7]1=[O:16].[Cl:19][C:20]1[CH:25]=[CH:24][C:23]([N:26]2[CH2:31][CH2:30][NH:29][CH2:28][CH2:27]2)=[CH:22][CH:21]=1, predict the reaction product. The product is: [Cl:19][C:20]1[CH:21]=[CH:22][C:23]([N:26]2[CH2:31][CH2:30][N:29]([CH2:2][CH2:3][CH2:4][CH2:5][C:6]3([CH2:17][CH3:18])[C:14]4[C:9](=[CH:10][CH:11]=[C:12]([F:15])[CH:13]=4)[NH:8][C:7]3=[O:16])[CH2:28][CH2:27]2)=[CH:24][CH:25]=1. (6) Given the reactants [CH2:1]([C:4]1[C:26]([Cl:27])=[N:25][CH:24]=[CH:23][C:5]=1[C:6]([NH:8][CH2:9][C:10]1[C:11]([O:21][CH3:22])=[N:12][C:13]([CH3:20])=[CH:14][C:15]=1[CH2:16][CH2:17][CH:18]=[CH2:19])=[O:7])C=C.CO.[NH4+].[OH-], predict the reaction product. The product is: [Cl:27][C:26]1[C:4]2[CH2:1][CH:19]=[CH:18][CH2:17][CH2:16][C:15]3[CH:14]=[C:13]([CH3:20])[N:12]=[C:11]([O:21][CH3:22])[C:10]=3[CH2:9][NH:8][C:6](=[O:7])[C:5]=2[CH:23]=[CH:24][N:25]=1. (7) Given the reactants [CH:1]1([NH2:7])[CH2:6][CH2:5][CH2:4][CH2:3][CH2:2]1.[CH2:8]=[C:9]([CH2:13][C:14](O)=[O:15])[C:10]([OH:12])=[O:11].[OH-].[Na+], predict the reaction product. The product is: [CH:1]1([N:7]2[C:14](=[O:15])[CH2:13][CH:9]([C:10]([OH:12])=[O:11])[CH2:8]2)[CH2:6][CH2:5][CH2:4][CH2:3][CH2:2]1. (8) Given the reactants [NH2:1][C:2]1[CH:26]=[CH:25][C:5]([O:6][C:7]2[C:12]([NH:13][CH3:14])=[C:11]([C:15]#[C:16][CH2:17][O:18][CH:19]3[CH2:24][CH2:23][CH2:22][CH2:21][O:20]3)[N:10]=[CH:9][N:8]=2)=[CH:4][C:3]=1[Cl:27].O, predict the reaction product. The product is: [Cl:27][C:3]1[CH:4]=[C:5]([O:6][C:7]2[C:12]3[N:13]([CH3:14])[C:16]([CH2:17][O:18][CH:19]4[CH2:24][CH2:23][CH2:22][CH2:21][O:20]4)=[CH:15][C:11]=3[N:10]=[CH:9][N:8]=2)[CH:25]=[CH:26][C:2]=1[NH2:1]. (9) Given the reactants [Br:1][C:2]1[CH:3]=[C:4]([CH:8]=[C:9]([C:11]([F:14])([F:13])[F:12])[CH:10]=1)[C:5]([OH:7])=O.C(Cl)(=O)C(Cl)=O.[CH3:21][C@H:22]1[O:27][C@@H:26]([CH3:28])[CH2:25][NH:24][CH2:23]1, predict the reaction product. The product is: [Br:1][C:2]1[CH:3]=[C:4]([C:5]([N:24]2[CH2:23][C@@H:22]([CH3:21])[O:27][C@@H:26]([CH3:28])[CH2:25]2)=[O:7])[CH:8]=[C:9]([C:11]([F:14])([F:13])[F:12])[CH:10]=1.